This data is from NCI-60 drug combinations with 297,098 pairs across 59 cell lines. The task is: Regression. Given two drug SMILES strings and cell line genomic features, predict the synergy score measuring deviation from expected non-interaction effect. (1) Drug 1: CC1C(C(CC(O1)OC2CC(CC3=C2C(=C4C(=C3O)C(=O)C5=C(C4=O)C(=CC=C5)OC)O)(C(=O)CO)O)N)O.Cl. Drug 2: CC12CCC3C(C1CCC2OP(=O)(O)O)CCC4=C3C=CC(=C4)OC(=O)N(CCCl)CCCl.[Na+]. Cell line: MOLT-4. Synergy scores: CSS=-4.91, Synergy_ZIP=-2.07, Synergy_Bliss=-8.29, Synergy_Loewe=-4.00, Synergy_HSA=-7.25. (2) Drug 1: C1=CN(C(=O)N=C1N)C2C(C(C(O2)CO)O)O.Cl. Drug 2: C1=NC2=C(N=C(N=C2N1C3C(C(C(O3)CO)O)O)F)N. Cell line: T-47D. Synergy scores: CSS=26.4, Synergy_ZIP=1.00, Synergy_Bliss=4.88, Synergy_Loewe=-28.2, Synergy_HSA=2.20. (3) Drug 1: C1=CC(=CC=C1CCCC(=O)O)N(CCCl)CCCl. Drug 2: COCCOC1=C(C=C2C(=C1)C(=NC=N2)NC3=CC=CC(=C3)C#C)OCCOC.Cl. Cell line: HS 578T. Synergy scores: CSS=24.6, Synergy_ZIP=2.18, Synergy_Bliss=4.95, Synergy_Loewe=4.13, Synergy_HSA=4.54. (4) Cell line: SN12C. Drug 1: C1C(C(OC1N2C=C(C(=O)NC2=O)F)CO)O. Drug 2: COCCOC1=C(C=C2C(=C1)C(=NC=N2)NC3=CC=CC(=C3)C#C)OCCOC.Cl. Synergy scores: CSS=5.16, Synergy_ZIP=-4.51, Synergy_Bliss=-2.61, Synergy_Loewe=-2.67, Synergy_HSA=-2.55. (5) Drug 1: CC12CCC(CC1=CCC3C2CCC4(C3CC=C4C5=CN=CC=C5)C)O. Drug 2: CCC1=C2CN3C(=CC4=C(C3=O)COC(=O)C4(CC)O)C2=NC5=C1C=C(C=C5)O. Cell line: SNB-75. Synergy scores: CSS=35.1, Synergy_ZIP=0.802, Synergy_Bliss=2.09, Synergy_Loewe=-38.1, Synergy_HSA=1.69. (6) Drug 1: CC12CCC(CC1=CCC3C2CCC4(C3CC=C4C5=CN=CC=C5)C)O. Drug 2: CCC1=CC2CC(C3=C(CN(C2)C1)C4=CC=CC=C4N3)(C5=C(C=C6C(=C5)C78CCN9C7C(C=CC9)(C(C(C8N6C)(C(=O)OC)O)OC(=O)C)CC)OC)C(=O)OC.C(C(C(=O)O)O)(C(=O)O)O. Cell line: U251. Synergy scores: CSS=48.0, Synergy_ZIP=-1.67, Synergy_Bliss=-0.296, Synergy_Loewe=-14.8, Synergy_HSA=1.25.